The task is: Predict the reactants needed to synthesize the given product.. This data is from Full USPTO retrosynthesis dataset with 1.9M reactions from patents (1976-2016). (1) Given the product [F:1][C:2]1[CH:10]=[C:9]2[C:5]([CH:6]=[CH:7][N:8]2[CH:11]2[CH2:16][CH2:15][N:14]([C:17]3[N:18]=[N:19][C:20]([C:23]4[CH:24]=[N:25][N:26]([CH3:28])[CH:27]=4)=[CH:21][CH:22]=3)[CH2:13][CH2:12]2)=[CH:4][CH:3]=1, predict the reactants needed to synthesize it. The reactants are: [F:1][C:2]1[CH:10]=[C:9]2[C:5]([CH2:6][CH2:7][N:8]2[CH:11]2[CH2:16][CH2:15][N:14]([C:17]3[N:18]=[N:19][C:20]([C:23]4[CH:24]=[N:25][N:26]([CH3:28])[CH:27]=4)=[CH:21][CH:22]=3)[CH2:13][CH2:12]2)=[CH:4][CH:3]=1.C(C1C(=O)C(Cl)=C(Cl)C(=O)C=1C#N)#N.CCOC(C)=O. (2) Given the product [OH:17][CH:12]1[CH2:11][CH2:10][C:9]2[CH:8]=[C:7]([C@H:4]3[CH2:5][CH2:6][C@:2]([NH:1][C:21](=[O:20])[O:23][C:24]([CH3:27])([CH3:26])[CH3:25])([CH2:18][OH:19])[CH2:3]3)[CH:16]=[CH:15][C:14]=2[CH2:13]1, predict the reactants needed to synthesize it. The reactants are: [NH2:1][C@:2]1([CH2:18][OH:19])[CH2:6][CH2:5][C@H:4]([C:7]2[CH:8]=[C:9]3[C:14](=[CH:15][CH:16]=2)[CH2:13][CH:12]([OH:17])[CH2:11][CH2:10]3)[CH2:3]1.[O:20](C(OC(C)(C)C)=O)[C:21]([O:23][C:24]([CH3:27])([CH3:26])[CH3:25])=O.C(N(CC)CC)C. (3) Given the product [CH2:19]([N:11]([CH2:12][C:13]1[CH:14]=[CH:15][CH:16]=[CH:17][CH:18]=1)[C@H:8]1[CH2:9][O:10][C@H:2]([C:3]([OH:5])=[O:4])[CH2:6][CH2:7]1)[C:20]1[CH:25]=[CH:24][CH:23]=[CH:22][CH:21]=1, predict the reactants needed to synthesize it. The reactants are: C[C@@:2]1([O:10][CH2:9][C@H:8]([N:11]([CH2:19][C:20]2[CH:25]=[CH:24][CH:23]=[CH:22][CH:21]=2)[CH2:12][C:13]2[CH:18]=[CH:17][CH:16]=[CH:15][CH:14]=2)[CH2:7][CH2:6]1)[C:3]([OH:5])=[O:4].[CH2:12]([N:11]([CH2:19][C:20]1[CH:21]=[CH:22][CH:23]=[CH:24][CH:25]=1)[C@H:8]1[CH2:9][O:10][C@H:2]([C:3]([O:5]C)=[O:4])[CH2:6][CH2:7]1)[C:13]1[CH:14]=[CH:15][CH:16]=[CH:17][CH:18]=1.[OH-].[Na+]. (4) Given the product [ClH:47].[OH:46][C:43]1[CH:44]=[CH:45][C:40]([CH:32]([C:33]2[CH:38]=[CH:37][C:36]([OH:39])=[CH:35][CH:34]=2)[CH2:31][NH:30][C:9]2[N:8]=[C:7]([N:4]3[CH2:5][CH2:6][C@@H:2]([NH:1][C:72]([NH:74][C:75]4[CH:80]=[CH:79][N:78]=[CH:77][CH:76]=4)=[O:73])[CH2:3]3)[N:15]=[C:14]3[C:10]=2[N:11]=[CH:12][N:13]3[C@@H:16]2[CH2:20][C@H:19]([N:21]3[N:25]=[N:24][C:23]([CH2:26][CH3:27])=[N:22]3)[C@@H:18]([OH:28])[C@H:17]2[OH:29])=[CH:41][CH:42]=1, predict the reactants needed to synthesize it. The reactants are: [NH2:1][C@@H:2]1[CH2:6][CH2:5][N:4]([C:7]2[N:15]=[C:14]3[C:10]([N:11]=[CH:12][N:13]3[C@@H:16]3[CH2:20][C@H:19]([N:21]4[N:25]=[N:24][C:23]([CH2:26][CH3:27])=[N:22]4)[C@@H:18]([OH:28])[C@H:17]3[OH:29])=[C:9]([NH:30][CH2:31][CH:32]([C:40]3[CH:45]=[CH:44][C:43]([OH:46])=[CH:42][CH:41]=3)[C:33]3[CH:38]=[CH:37][C:36]([OH:39])=[CH:35][CH:34]=3)[N:8]=2)[CH2:3]1.[ClH:47].C1(C(C2C=CC=CC=2)CNC2N=C(N3CC[C@@H](N[C:72]([NH:74][C:75]4[CH:80]=[CH:79][N:78]=[CH:77][CH:76]=4)=[O:73])C3)N=C3C=2N=CN3[C@@H]2C[C@H](N3N=NC(CC)=N3)[C@@H](O)[C@H]2O)C=CC=CC=1. (5) Given the product [Cl:27][C:19]1[CH:20]=[CH:21][C:22]([O:23][C:24](=[O:25])[N:14]([C:11]2[CH:12]=[CH:13][C:8]([C:7]#[C:6][CH2:5][CH2:4][CH2:3][N:2]([CH3:16])[CH3:1])=[CH:9][CH:10]=2)[CH3:15])=[CH:17][CH:18]=1, predict the reactants needed to synthesize it. The reactants are: [CH3:1][N:2]([CH3:16])[CH2:3][CH2:4][CH2:5][C:6]#[C:7][C:8]1[CH:13]=[CH:12][C:11]([NH:14][CH3:15])=[CH:10][CH:9]=1.[CH:17]1[C:22]([O:23][C:24](Cl)=[O:25])=[CH:21][CH:20]=[C:19]([Cl:27])[CH:18]=1. (6) Given the product [Cl:36][C:37]1[C:38]2[C:48]([F:49])=[CH:47][CH:46]=[C:45]([F:50])[C:39]=2[S:40][C:41]=1[C:42]([N:20]([CH2:19][C:13]1[CH:12]=[C:11]([C:8]2[CH:9]=[CH:10][C:5]([S:2]([CH3:1])(=[O:3])=[O:4])=[CH:6][CH:7]=2)[CH:16]=[CH:15][C:14]=1[O:17][CH3:18])[CH:21]1[CH2:26][CH2:25][CH:24]([N:27]([CH3:35])[C:28](=[O:34])[O:29][C:30]([CH3:32])([CH3:31])[CH3:33])[CH2:23][CH2:22]1)=[O:43], predict the reactants needed to synthesize it. The reactants are: [CH3:1][S:2]([C:5]1[CH:10]=[CH:9][C:8]([C:11]2[CH:16]=[CH:15][C:14]([O:17][CH3:18])=[C:13]([CH2:19][NH:20][CH:21]3[CH2:26][CH2:25][CH:24]([N:27]([CH3:35])[C:28](=[O:34])[O:29][C:30]([CH3:33])([CH3:32])[CH3:31])[CH2:23][CH2:22]3)[CH:12]=2)=[CH:7][CH:6]=1)(=[O:4])=[O:3].[Cl:36][C:37]1[C:38]2[C:48]([F:49])=[CH:47][CH:46]=[C:45]([F:50])[C:39]=2[S:40][C:41]=1[C:42](Cl)=[O:43]. (7) The reactants are: [Li]CCCC.[CH2:6]([N:10]1[CH:14]=[C:13]([C:15]2[CH:20]=[CH:19][CH:18]=[CH:17][CH:16]=2)[N:12]=[CH:11]1)[CH2:7][CH2:8][CH3:9].[I:21]I.[NH4+].[Cl-]. Given the product [CH2:6]([N:10]1[CH:14]=[C:13]([C:15]2[CH:20]=[CH:19][CH:18]=[CH:17][CH:16]=2)[N:12]=[C:11]1[I:21])[CH2:7][CH2:8][CH3:9], predict the reactants needed to synthesize it. (8) Given the product [I:8][C:5]1[CH:6]=[CH:7][C:2]([NH:10][CH2:11][C:12]([O:14][C:15]([CH3:18])([CH3:17])[CH3:16])=[O:13])=[CH:3][CH:4]=1, predict the reactants needed to synthesize it. The reactants are: I[C:2]1[CH:7]=[CH:6][C:5]([I:8])=[CH:4][CH:3]=1.Cl.[NH2:10][CH2:11][C:12]([O:14][C:15]([CH3:18])([CH3:17])[CH3:16])=[O:13].N#N.C([O-])([O-])=O.[K+].[K+].